This data is from Catalyst prediction with 721,799 reactions and 888 catalyst types from USPTO. The task is: Predict which catalyst facilitates the given reaction. (1) Reactant: [Cl:1][C:2]1[CH:3]=[C:4]([NH:8][C:9](SC)=[C:10]([C:14]#[N:15])[C:11]([NH2:13])=O)[CH:5]=[CH:6][CH:7]=1.[OH2:18].[NH2:19][NH2:20]. Product: [NH2:13][C:11]1[NH:20][N:19]=[C:9]([NH:8][C:4]2[CH:5]=[CH:6][CH:7]=[C:2]([Cl:1])[CH:3]=2)[C:10]=1[C:14]([NH2:15])=[O:18]. The catalyst class is: 8. (2) Reactant: [CH3:1][NH:2][C:3]1[C:8]([NH2:9])=[CH:7][CH:6]=[CH:5][N:4]=1.[C:10]([O:15]CC)(=O)[C:11]([CH3:13])=O. Product: [CH3:13][C:11]1[C:10](=[O:15])[N:2]([CH3:1])[C:3]2[N:4]=[CH:5][CH:6]=[CH:7][C:8]=2[N:9]=1. The catalyst class is: 8. (3) Reactant: Br.Br.[CH2:3]1[C:9]2[CH:10]=[CH:11][C:12]([NH2:14])=[CH:13][C:8]=2[CH2:7][CH2:6][NH:5][CH2:4]1.[OH-:15].[Na+].[F:17][C:18]1[CH:23]=[CH:22][C:21]([S:24]([N:27]=[C:28]=[O:29])(=[O:26])=[O:25])=[CH:20][CH:19]=1.C(O[CH2:33][CH3:34])C. Product: [F:17][C:18]1[CH:19]=[CH:20][C:21]([S:24]([NH:27][C:28]([N:5]2[CH2:4][CH2:3][C:9]3[CH:10]=[CH:11][C:12]([NH:14][C:28](=[O:29])[NH:27][S:24]([C:34]4[CH:33]=[CH:23][C:18]([F:17])=[CH:19][CH:20]=4)(=[O:25])=[O:15])=[CH:13][C:8]=3[CH2:7][CH2:6]2)=[O:29])(=[O:25])=[O:26])=[CH:22][CH:23]=1. The catalyst class is: 2. (4) Reactant: [C:1]([OH:7])([C:3]([F:6])([F:5])[F:4])=[O:2].[Cl:8][C:9]1[CH:10]=[C:11]([C@H:15]([O:29][CH2:30][CH2:31][NH:32][C:33]([O:35][CH3:36])=[O:34])[C@@H:16]2[CH2:21][CH2:20][CH2:19][N:18](C(OC(C)(C)C)=O)[CH2:17]2)[CH:12]=[CH:13][CH:14]=1. Product: [Cl:8][C:9]1[CH:10]=[C:11]([C@@H:15]([C@@H:16]2[CH2:21][CH2:20][CH2:19][NH:18][CH2:17]2)[O:29][CH2:30][CH2:31][NH:32][C:33](=[O:34])[O:35][CH3:36])[CH:12]=[CH:13][CH:14]=1.[C:1]([OH:7])([C:3]([F:6])([F:5])[F:4])=[O:2]. The catalyst class is: 2. (5) Product: [CH3:1][N:2]1[CH:6]=[CH:5][C:4]([C:7]2[C:11]3[CH:12]=[N:13][C:14]([NH:16][C:17]([NH:19][C@@H:20]([C:22]4[CH:27]=[CH:26][CH:25]=[CH:24][CH:23]=4)[CH3:21])=[O:18])=[CH:15][C:10]=3[NH:9][N:8]=2)=[N:3]1. The catalyst class is: 2. Reactant: [CH3:1][N:2]1[CH:6]=[CH:5][C:4]([C:7]2[C:11]3[CH:12]=[N:13][C:14]([NH:16][C:17]([NH:19][C@@H:20]([C:22]4[CH:27]=[CH:26][CH:25]=[CH:24][CH:23]=4)[CH3:21])=[O:18])=[CH:15][C:10]=3[N:9](C(C3C=CC=CC=3)(C3C=CC=CC=3)C3C=CC=CC=3)[N:8]=2)=[N:3]1.C(O)(C(F)(F)F)=O.C([SiH](CC)CC)C. (6) Reactant: [F:1][C:2]([F:12])([F:11])[C:3]1[N:8]=[C:7]([NH2:9])[C:6]([NH2:10])=[CH:5][CH:4]=1.C1C(=O)N(OC(ON2C(=O)CCC2=O)=O)[C:15](=[O:16])C1.ClCCl. Product: [F:12][C:2]([F:1])([F:11])[C:3]1[N:8]=[C:7]2[NH:9][C:15](=[O:16])[NH:10][C:6]2=[CH:5][CH:4]=1. The catalyst class is: 23. (7) Reactant: C(P1(=O)OP(CCC)(=O)OP(CCC)(=O)O1)CC.[NH2:19][C:20]1[CH:21]=[C:22]([CH:26]=[C:27]([Br:29])[CH:28]=1)[C:23]([OH:25])=O.[O:30]1[CH2:35][CH2:34][N:33]([CH2:36][CH2:37][NH2:38])[CH2:32][CH2:31]1. Product: [NH2:19][C:20]1[CH:21]=[C:22]([CH:26]=[C:27]([Br:29])[CH:28]=1)[C:23]([NH:38][CH2:37][CH2:36][N:33]1[CH2:34][CH2:35][O:30][CH2:31][CH2:32]1)=[O:25]. The catalyst class is: 2. (8) Reactant: [CH3:1][O:2][C:3]1[C:4]([CH3:20])=[CH:5][C:6]([CH2:12][CH:13]([C:17](=O)[CH3:18])[C:14](=O)[CH3:15])=[C:7]2[C:11]=1[CH2:10][CH2:9][CH2:8]2.[NH:21]([CH2:23][CH2:24][OH:25])[NH2:22].C(O)(=O)C. Product: [CH3:1][O:2][C:3]1[C:4]([CH3:20])=[CH:5][C:6]([CH2:12][C:13]2[C:17]([CH3:18])=[N:22][N:21]([CH2:23][CH2:24][OH:25])[C:14]=2[CH3:15])=[C:7]2[C:11]=1[CH2:10][CH2:9][CH2:8]2. The catalyst class is: 621. (9) Reactant: [F:1][C:2]1[CH:7]=[CH:6][C:5]([OH:8])=[C:4]([O:9][CH3:10])[CH:3]=1.Br[CH:12]1[CH2:16][CH2:15][CH2:14][CH2:13]1. Product: [CH:12]1([O:8][C:5]2[CH:6]=[CH:7][C:2]([F:1])=[CH:3][C:4]=2[O:9][CH3:10])[CH2:16][CH2:15][CH2:14][CH2:13]1. The catalyst class is: 10. (10) Reactant: [N:1]12[CH2:9][CH2:8][CH:5]([CH2:6][CH2:7]1)[NH:4][C:3](=O)[CH2:2]2.[H-].[Al+3].[Li+].[H-].[H-].[H-].O. Product: [N:1]12[CH2:9][CH2:8][CH:5]([CH2:6][CH2:7]1)[NH:4][CH2:3][CH2:2]2. The catalyst class is: 7.